From a dataset of Reaction yield outcomes from USPTO patents with 853,638 reactions. Predict the reaction yield, written as a fraction of the theoretical maximum amount of product (1.0 means a 100% yield; for example, 0.34 means a 34% yield). The reactants are [Br:1][C:2]1[C:11]2[C:6](=[CH:7][CH:8]=[CH:9][CH:10]=2)[C:5]([C:12](=[N:14][OH:15])[O-])=[CH:4][CH:3]=1.ClN1C(=O)CCC1=O.[Cl:24][C:25]1[CH:30]=[C:29]([C:31]([C:33]([F:36])([F:35])[F:34])=[CH2:32])[CH:28]=[C:27]([Cl:37])[CH:26]=1.C(N(CC)CC)C. The catalyst is CN(C)C=O.O. The product is [Br:1][C:2]1[C:11]2[C:6](=[CH:7][CH:8]=[CH:9][CH:10]=2)[C:5]([C:12]2[CH2:32][C:31]([C:29]3[CH:28]=[C:27]([Cl:37])[CH:26]=[C:25]([Cl:24])[CH:30]=3)([C:33]([F:34])([F:36])[F:35])[O:15][N:14]=2)=[CH:4][CH:3]=1. The yield is 0.640.